Dataset: TCR-epitope binding with 47,182 pairs between 192 epitopes and 23,139 TCRs. Task: Binary Classification. Given a T-cell receptor sequence (or CDR3 region) and an epitope sequence, predict whether binding occurs between them. (1) The epitope is LPPAYTNSF. The TCR CDR3 sequence is CASSQPPGLAGLQETQYF. Result: 0 (the TCR does not bind to the epitope). (2) The epitope is TPINLVRDL. The TCR CDR3 sequence is CASSPASGSTDTQYF. Result: 1 (the TCR binds to the epitope). (3) The epitope is FLKEKGGL. The TCR CDR3 sequence is CASKEELSNTGELFF. Result: 1 (the TCR binds to the epitope). (4) The epitope is RAKFKQLL. The TCR CDR3 sequence is CASSQGTSDYGQYF. Result: 0 (the TCR does not bind to the epitope). (5) The epitope is VLWAHGFEL. The TCR CDR3 sequence is CASSPGWGPTGELFF. Result: 1 (the TCR binds to the epitope). (6) The epitope is WICLLQFAY. The TCR CDR3 sequence is CASSFDGNSPLHF. Result: 0 (the TCR does not bind to the epitope).